This data is from Reaction yield outcomes from USPTO patents with 853,638 reactions. The task is: Predict the reaction yield, written as a fraction of the theoretical maximum amount of product (1.0 means a 100% yield; for example, 0.34 means a 34% yield). The reactants are CCN(C(C)C)C(C)C.[C:10]([NH:18][CH2:19][C:20]([OH:22])=O)(=[O:17])[C:11]1[CH:16]=[CH:15][CH:14]=[CH:13][CH:12]=1.C1C=CC2N(O)N=NC=2C=1.CCN=C=NCCCN(C)C.Cl.Cl.[N:46]1([C:52]([C:54]2[CH:59]=[CH:58][CH:57]=[CH:56][C:55]=2[C:60]([F:63])([F:62])[F:61])=[O:53])[CH2:51][CH2:50][NH:49][CH2:48][CH2:47]1. The catalyst is CN(C=O)C.O. The product is [O:22]=[C:20]([N:49]1[CH2:50][CH2:51][N:46]([C:52](=[O:53])[C:54]2[CH:59]=[CH:58][CH:57]=[CH:56][C:55]=2[C:60]([F:63])([F:61])[F:62])[CH2:47][CH2:48]1)[CH2:19][NH:18][C:10](=[O:17])[C:11]1[CH:12]=[CH:13][CH:14]=[CH:15][CH:16]=1. The yield is 0.300.